Task: Predict which catalyst facilitates the given reaction.. Dataset: Catalyst prediction with 721,799 reactions and 888 catalyst types from USPTO (1) Reactant: C([O:4][P:5]([CH2:11][O:12][CH2:13][CH2:14][C:15]1[C:16]([O:28]CC[Si](C)(C)C)=[C:17]2[C:21](=[C:22]([CH3:26])[C:23]=1[O:24][CH3:25])[CH2:20][O:19][C:18]2=[O:27])(=[O:10])[O:6]C(C)C)(C)C.N1C(C)=CC=CC=1C.C[Si](Br)(C)C. Product: [OH:28][C:16]1[C:15]([CH2:14][CH2:13][O:12][CH2:11][P:5](=[O:4])([OH:10])[OH:6])=[C:23]([O:24][CH3:25])[C:22]([CH3:26])=[C:21]2[C:17]=1[C:18](=[O:27])[O:19][CH2:20]2. The catalyst class is: 10. (2) Reactant: [Cl:1][C:2]1[CH:7]=[CH:6][C:5]([O:8][C:9]2[CH:14]=[CH:13][C:12]([CH2:15][CH2:16]O)=[CH:11][CH:10]=2)=[CH:4][C:3]=1[C:18]([F:21])([F:20])[F:19].C1(P(C2C=CC=CC=2)C2C=CC=CC=2)C=CC=CC=1.C(Br)(Br)(Br)[Br:42]. Product: [Cl:1][C:2]1[CH:7]=[CH:6][C:5]([O:8][C:9]2[CH:14]=[CH:13][C:12]([CH2:15][CH2:16][Br:42])=[CH:11][CH:10]=2)=[CH:4][C:3]=1[C:18]([F:21])([F:20])[F:19]. The catalyst class is: 4. (3) Reactant: [Cl:1][C:2]1[C:3]([C:8]2[CH:9]=[C:10]3[C:14](=[C:15]([O:17][CH2:18][CH2:19][C:20]4[CH:25]=[CH:24][CH:23]=[CH:22][N:21]=4)[CH:16]=2)[N:13]([CH2:26][O:27][CH3:28])[N:12]=[C:11]3[NH2:29])=[N:4][CH:5]=[CH:6][CH:7]=1.Cl[C:31]1[CH:36]=[N:35][CH:34]=[CH:33][N:32]=1.C(=O)([O-])[O-].[Cs+].[Cs+].CC1(C)C2C=CC=C(P(C3C=CC=CC=3)C3C=CC=CC=3)C=2OC2C1=CC=CC=2P(C1C=CC=CC=1)C1C=CC=CC=1. Product: [Cl:1][C:2]1[C:3]([C:8]2[CH:9]=[C:10]3[C:14](=[C:15]([O:17][CH2:18][CH2:19][C:20]4[CH:25]=[CH:24][CH:23]=[CH:22][N:21]=4)[CH:16]=2)[N:13]([CH2:26][O:27][CH3:28])[N:12]=[C:11]3[NH:29][C:31]2[CH:36]=[N:35][CH:34]=[CH:33][N:32]=2)=[N:4][CH:5]=[CH:6][CH:7]=1. The catalyst class is: 12. (4) Reactant: [Cl-].O[NH3+:3].[C:4](=[O:7])([O-])[OH:5].[Na+].CS(C)=O.[CH2:13]([C:15]1[S:51][C:18]2[N:19]([CH2:36][C:37]3[CH:42]=[CH:41][C:40]([C:43]4[C:44]([C:49]#[N:50])=[CH:45][CH:46]=[CH:47][CH:48]=4)=[CH:39][CH:38]=3)[C:20](=[O:35])[N:21]([CH2:24][C:25]([C:27]3[CH:32]=[CH:31][C:30]([O:33][CH3:34])=[CH:29][CH:28]=3)=[O:26])[C:22](=[O:23])[C:17]=2[CH:16]=1)[CH3:14]. Product: [CH2:13]([C:15]1[S:51][C:18]2[N:19]([CH2:36][C:37]3[CH:42]=[CH:41][C:40]([C:43]4[CH:48]=[CH:47][CH:46]=[CH:45][C:44]=4[C:49]4[NH:3][C:4](=[O:7])[O:5][N:50]=4)=[CH:39][CH:38]=3)[C:20](=[O:35])[N:21]([CH2:24][C:25]([C:27]3[CH:28]=[CH:29][C:30]([O:33][CH3:34])=[CH:31][CH:32]=3)=[O:26])[C:22](=[O:23])[C:17]=2[CH:16]=1)[CH3:14]. The catalyst class is: 22.